Dataset: Reaction yield outcomes from USPTO patents with 853,638 reactions. Task: Predict the reaction yield, written as a fraction of the theoretical maximum amount of product (1.0 means a 100% yield; for example, 0.34 means a 34% yield). The reactants are [C:1]([O:5][C:6]([NH:8][CH:9]1[CH2:14][CH2:13][CH2:12][N:11]([C:15]2[CH:20]=[CH:19][CH:18]=[C:17]([OH:21])[CH:16]=2)[CH2:10]1)=[O:7])([CH3:4])([CH3:3])[CH3:2].Br[C:23]([CH3:30])([CH3:29])[C:24]([O:26][CH2:27][CH3:28])=[O:25]. No catalyst specified. The product is [C:1]([O:5][C:6]([NH:8][CH:9]1[CH2:14][CH2:13][CH2:12][N:11]([C:15]2[CH:16]=[C:17]([CH:18]=[CH:19][CH:20]=2)[O:21][C:23]([CH3:30])([CH3:29])[C:24]([O:26][CH2:27][CH3:28])=[O:25])[CH2:10]1)=[O:7])([CH3:4])([CH3:2])[CH3:3]. The yield is 0.450.